This data is from Forward reaction prediction with 1.9M reactions from USPTO patents (1976-2016). The task is: Predict the product of the given reaction. (1) Given the reactants [F:1][C:2]1[CH:25]=[CH:24][CH:23]=[CH:22][C:3]=1[CH2:4][C:5]1[CH:6]=[C:7]([CH:10]=[CH:11][C:12]=1[O:13][CH2:14][C:15]1[CH:20]=[CH:19][CH:18]=[CH:17][C:16]=1[F:21])[CH:8]=O.Cl.[NH2:27][C@@H:28]([C:30]([NH2:32])=[O:31])[CH3:29], predict the reaction product. The product is: [F:1][C:2]1[CH:25]=[CH:24][CH:23]=[CH:22][C:3]=1[CH2:4][C:5]1[CH:6]=[C:7]([CH:10]=[CH:11][C:12]=1[O:13][CH2:14][C:15]1[CH:20]=[CH:19][CH:18]=[CH:17][C:16]=1[F:21])[CH2:8][NH:27][C@H:28]([CH3:29])[C:30]([NH2:32])=[O:31]. (2) Given the reactants Cl[C:2]1[C:11]2[C:6](=[N:7][CH:8]=[CH:9][CH:10]=2)[N:5]=[C:4]([C:12]2[CH:17]=[C:16]([F:18])[CH:15]=[C:14]([F:19])[CH:13]=2)[C:3]=1[CH3:20].[CH3:21][C:22]1([CH3:37])[C:26]2=[N:27][CH:28]=[C:29]([N:31]3[CH2:36][CH2:35][O:34][CH2:33][CH2:32]3)[CH:30]=[C:25]2[NH:24][CH2:23]1.CC(C)([O-])C.[Na+], predict the reaction product. The product is: [F:19][C:14]1[CH:13]=[C:12]([C:4]2[C:3]([CH3:20])=[C:2]([N:24]3[C:25]4[C:26](=[N:27][CH:28]=[C:29]([N:31]5[CH2:32][CH2:33][O:34][CH2:35][CH2:36]5)[CH:30]=4)[C:22]([CH3:37])([CH3:21])[CH2:23]3)[C:11]3[C:6](=[N:7][CH:8]=[CH:9][CH:10]=3)[N:5]=2)[CH:17]=[C:16]([F:18])[CH:15]=1. (3) Given the reactants C(N(CC)CC)C.[C:8]([O:12][C:13]([O:15]C(OC(C)(C)C)=O)=O)([CH3:11])([CH3:10])[CH3:9].[CH3:23][S:24]([NH2:27])(=[O:26])=[O:25], predict the reaction product. The product is: [CH3:23][S:24]([NH:27][C:13](=[O:15])[O:12][C:8]([CH3:11])([CH3:10])[CH3:9])(=[O:26])=[O:25]. (4) The product is: [O:1]1[C:5]([C:6]2[C:7]3[N:8]([C:16]([C:19]([NH:46][C:47]4[CH:52]=[CH:51][CH:50]=[CH:49][CH:48]=4)=[O:21])=[CH:17][N:18]=3)[CH:9]=[C:10]([C:12]([F:14])([F:13])[F:15])[CH:11]=2)=[CH:4][N:3]=[CH:2]1. Given the reactants [O:1]1[C:5]([C:6]2[C:7]3[N:8]([C:16]([C:19]([OH:21])=O)=[CH:17][N:18]=3)[CH:9]=[C:10]([C:12]([F:15])([F:14])[F:13])[CH:11]=2)=[CH:4][N:3]=[CH:2]1.CN(C(ON1N=NC2C=CC=NC1=2)=[N+](C)C)C.F[P-](F)(F)(F)(F)F.[NH2:46][C:47]1[CH:52]=[CH:51][CH:50]=[CH:49][CH:48]=1.C(=O)([O-])[O-].[K+].[K+], predict the reaction product.